From a dataset of Full USPTO retrosynthesis dataset with 1.9M reactions from patents (1976-2016). Predict the reactants needed to synthesize the given product. (1) Given the product [C:22]([O:21][C:19]([N:18]1[CH2:17][CH2:16][N:15]2[C:26](=[O:29])[C:27]([CH2:52][CH:51]=[CH2:50])([CH2:43][CH:44]=[CH2:45])[CH2:28][C@H:14]2[C@@H:13]1[C:11]1[C:10]([CH3:30])=[N:9][N:8]([CH2:1][C:2]2[CH:7]=[CH:6][CH:5]=[CH:4][CH:3]=2)[CH:12]=1)=[O:20])([CH3:25])([CH3:24])[CH3:23], predict the reactants needed to synthesize it. The reactants are: [CH2:1]([N:8]1[CH:12]=[C:11]([C@@H:13]2[N:18]([C:19]([O:21][C:22]([CH3:25])([CH3:24])[CH3:23])=[O:20])[CH2:17][CH2:16][N:15]3[C:26](=[O:29])[CH2:27][CH2:28][C@@H:14]23)[C:10]([CH3:30])=[N:9]1)[C:2]1[CH:7]=[CH:6][CH:5]=[CH:4][CH:3]=1.[Li+].C[Si]([N-][Si](C)(C)C)(C)C.CN1C(=O)N(C)[CH2:45][CH2:44][CH2:43]1.[CH2:50](Br)[CH:51]=[CH2:52]. (2) Given the product [Br:1][C:2]1[C:3]([N:20]2[CH2:25][CH2:24][N:23]([S:52]([C:55]3[CH:60]=[CH:59][CH:58]=[CH:57][CH:56]=3)(=[O:54])=[O:53])[CH2:22][CH2:21]2)=[C:4]2[N:10]=[C:9]([C:11]3[CH:12]=[CH:13][C:14]([N:17]([CH3:18])[CH3:19])=[CH:15][CH:16]=3)[NH:8][C:5]2=[N:6][CH:7]=1, predict the reactants needed to synthesize it. The reactants are: [Br:1][C:2]1[C:3]([N:20]2[CH2:25][CH2:24][N:23](C(NC3C=CC=CC=3)=O)[CH2:22][CH2:21]2)=[C:4]2[N:10]=[C:9]([C:11]3[CH:16]=[CH:15][C:14]([N:17]([CH3:19])[CH3:18])=[CH:13][CH:12]=3)[NH:8][C:5]2=[N:6][CH:7]=1.BrC1C(N2CCN([S:52]([C:55]3[CH:60]=[CH:59][CH:58]=[CH:57][CH:56]=3)(=[O:54])=[O:53])CC2)=C([N+]([O-])=O)C(N)=NC=1.[O-]S(S([O-])=O)=O.[Na+].[Na+].CN(C1C=CC(C=O)=CC=1)C. (3) Given the product [F:1][C:2]1[CH:3]=[C:4]2[N:10]=[CH:9][N:8]([CH2:11][C:12]3[CH:22]=[CH:21][C:15]4[N:16]=[C:17]([S:19]([CH3:20])=[O:31])[S:18][C:14]=4[CH:13]=3)[C:5]2=[N:6][CH:7]=1, predict the reactants needed to synthesize it. The reactants are: [F:1][C:2]1[CH:3]=[C:4]2[N:10]=[CH:9][N:8]([CH2:11][C:12]3[CH:22]=[CH:21][C:15]4[N:16]=[C:17]([S:19][CH3:20])[S:18][C:14]=4[CH:13]=3)[C:5]2=[N:6][CH:7]=1.ClC1C=CC=C(C(OO)=[O:31])C=1.C([O-])(O)=O.[Na+]. (4) Given the product [Br:15][C:9]1[N:10]=[CH:11][C:12]([NH2:14])=[N:13][C:8]=1[C:4]1[CH:5]=[CH:6][CH:7]=[C:2]([F:1])[CH:3]=1, predict the reactants needed to synthesize it. The reactants are: [F:1][C:2]1[CH:3]=[C:4]([C:8]2[N:13]=[C:12]([NH2:14])[CH:11]=[N:10][CH:9]=2)[CH:5]=[CH:6][CH:7]=1.[Br:15]N1C(=O)CCC1=O.